From a dataset of Retrosynthesis with 50K atom-mapped reactions and 10 reaction types from USPTO. Predict the reactants needed to synthesize the given product. (1) Given the product Cc1nc(-c2ccc3c(=O)n(CC(C)C)c(CNC(=O)OC(C)(C)C)c(-c4ccccc4)c3c2)sc1C(=O)O, predict the reactants needed to synthesize it. The reactants are: CCOC(=O)c1sc(-c2ccc3c(=O)n(CC(C)C)c(CNC(=O)OC(C)(C)C)c(-c4ccccc4)c3c2)nc1C. (2) Given the product O=C(Cc1ccc2ccccc2c1)Nn1nc(N2CCOCC2)c2ccccc2c1=O, predict the reactants needed to synthesize it. The reactants are: Nn1nc(N2CCOCC2)c2ccccc2c1=O.O=C(O)Cc1ccc2ccccc2c1.